Predict the reaction yield, written as a fraction of the theoretical maximum amount of product (1.0 means a 100% yield; for example, 0.34 means a 34% yield). From a dataset of Reaction yield outcomes from USPTO patents with 853,638 reactions. (1) The reactants are [CH3:1][N+:2]([CH3:4])=[CH2:3].[I-].C(Cl)(=O)C.[CH3:10][C:11]([C:13]1[CH:18]=[CH:17][CH:16]=[C:15]([O:19][CH3:20])[CH:14]=1)=[O:12]. The catalyst is C(#N)C. The product is [CH3:3][N:2]([CH3:4])[CH2:1][CH2:10][C:11]([C:13]1[CH:18]=[CH:17][CH:16]=[C:15]([O:19][CH3:20])[CH:14]=1)=[O:12]. The yield is 0.930. (2) The product is [Br:1][C:2]1[CH:10]=[C:9]([CH3:11])[CH:8]=[CH:7][C:3]=1[C:4]#[N:6]. The catalyst is C(Cl)(Cl)Cl. The reactants are [Br:1][C:2]1[CH:10]=[C:9]([CH3:11])[CH:8]=[CH:7][C:3]=1[C:4]([NH2:6])=O.O=P12OP3(OP(OP(O3)(O1)=O)(=O)O2)=O. The yield is 0.980. (3) The reactants are [CH3:1][O:2][C:3]1[CH:4]=[CH:5][C:6]2[O:10][C:9]([CH2:11]O)=[CH:8][C:7]=2[CH:13]=1.C(Br)(Br)(Br)[Br:15].C1C=CC(P(C2C=CC=CC=2)C2C=CC=CC=2)=CC=1. The catalyst is ClCCl. The product is [Br:15][CH2:11][C:9]1[O:10][C:6]2[CH:5]=[CH:4][C:3]([O:2][CH3:1])=[CH:13][C:7]=2[CH:8]=1. The yield is 0.880.